From a dataset of Full USPTO retrosynthesis dataset with 1.9M reactions from patents (1976-2016). Predict the reactants needed to synthesize the given product. (1) Given the product [F:1][C:2]([F:7])([F:6])[C:3]([OH:5])=[O:4].[CH2:37]([S:34]([N:31]1[CH2:32][CH2:33][CH:28]([C:19]2[C:18]3[C:22](=[C:23]([C:25]([NH2:27])=[O:26])[CH:24]=[C:16]([C:14]4[CH:13]=[CH:12][N:11]=[C:10]([NH:9][CH2:39][CH2:2][CH3:3])[CH:15]=4)[CH:17]=3)[NH:21][CH:20]=2)[CH2:29][CH2:30]1)(=[O:36])=[O:35])[CH3:38], predict the reactants needed to synthesize it. The reactants are: [F:1][C:2]([F:7])([F:6])[C:3]([OH:5])=[O:4].C[N:9]([CH3:39])[C:10]1[CH:15]=[C:14]([C:16]2[CH:17]=[C:18]3[C:22](=[C:23]([C:25]([NH2:27])=[O:26])[CH:24]=2)[NH:21][CH:20]=[C:19]3[CH:28]2[CH2:33][CH2:32][N:31]([S:34]([CH2:37][CH3:38])(=[O:36])=[O:35])[CH2:30][CH2:29]2)[CH:13]=[CH:12][N:11]=1.CNC. (2) Given the product [CH2:21]([N:12]1[C:11]2[N:10]=[CH:9][NH:8][C:16]=2[C:15]2=[N:17][N:18]=[CH:19][N:14]2[C:13]1=[O:20])[CH2:22][CH2:23][CH2:24][CH3:25], predict the reactants needed to synthesize it. The reactants are: C([N:8]1[C:16]2[C:15]3=[N:17][N:18]=[CH:19][N:14]3[C:13](=[O:20])[N:12]([CH2:21][CH2:22][CH2:23][CH2:24][CH3:25])[C:11]=2[N:10]=[CH:9]1)C1C=CC=CC=1.Cl. (3) Given the product [O:1]=[C:2]([NH:22][C:23]1[CH:28]=[CH:27][C:26]([O:29][C:30]2[CH:35]=[CH:34][CH:33]=[CH:32][CH:31]=2)=[CH:25][CH:24]=1)[CH2:3][N:4]1[CH2:10][CH2:9][CH2:8][N:7]([CH2:11][C:12]2[CH:13]=[CH:14][C:15]([C:16]([OH:18])=[O:17])=[CH:20][CH:21]=2)[CH2:6][CH2:5]1, predict the reactants needed to synthesize it. The reactants are: [O:1]=[C:2]([NH:22][C:23]1[CH:28]=[CH:27][C:26]([O:29][C:30]2[CH:35]=[CH:34][CH:33]=[CH:32][CH:31]=2)=[CH:25][CH:24]=1)[CH2:3][N:4]1[CH2:10][CH2:9][CH2:8][N:7]([CH2:11][C:12]2[CH:21]=[CH:20][C:15]([C:16]([O:18]C)=[O:17])=[CH:14][CH:13]=2)[CH2:6][CH2:5]1.[OH-].[Na+]. (4) The reactants are: Br[C:2]1[C:10]2[C:5](=[CH:6][CH:7]=[CH:8][C:9]=2[N+:11]([O-:13])=[O:12])[N:4]([CH2:14][C:15]2[CH:19]=[CH:18][N:17]([CH:20]([CH3:22])[CH3:21])[N:16]=2)[N:3]=1.[CH:23]1(B(O)O)[CH2:25][CH2:24]1.P([O-])([O-])([O-])=O.[K+].[K+].[K+].C1(P(C2CCCCC2)C2CCCCC2)CCCCC1. Given the product [CH:23]1([C:2]2[C:10]3[C:5](=[CH:6][CH:7]=[CH:8][C:9]=3[N+:11]([O-:13])=[O:12])[N:4]([CH2:14][C:15]3[CH:19]=[CH:18][N:17]([CH:20]([CH3:22])[CH3:21])[N:16]=3)[N:3]=2)[CH2:25][CH2:24]1, predict the reactants needed to synthesize it. (5) Given the product [CH2:1]([O:8][C:12]1[CH:13]=[C:14]([CH3:16])[CH:15]=[C:10]([CH3:9])[CH:11]=1)[CH2:2][CH2:3][CH2:4][CH2:5][CH2:6][CH3:7], predict the reactants needed to synthesize it. The reactants are: [CH2:1]([OH:8])[CH2:2][CH2:3][CH2:4][CH2:5][CH2:6][CH3:7].[CH3:9][C:10]1[CH:11]=[C:12](I)[CH:13]=[C:14]([CH3:16])[CH:15]=1.CC1C=C2C(N=CC=C2)=C2C=1C=CC=N2.C([O-])([O-])=O.[Cs+].[Cs+].CCCCCCCCCCCC.